Task: Predict the reactants needed to synthesize the given product.. Dataset: Full USPTO retrosynthesis dataset with 1.9M reactions from patents (1976-2016) (1) The reactants are: C(N(CC)CC)C.[F:15][C:14]([F:17])([F:16])[C:13](O[C:13](=[O:18])[C:14]([F:17])([F:16])[F:15])=[O:18].[NH2:21][C@H:22]1[CH2:26][CH2:25][N:24]([C:27]2[CH:35]=[CH:34][C:30]([C:31]([OH:33])=[O:32])=[C:29]([NH:36][CH:37]3[CH2:42][CH2:41][O:40][CH2:39][CH2:38]3)[CH:28]=2)[CH2:23]1.[F:43][C:44]([F:49])([F:48])[C:45](O)=[O:46]. Given the product [F:43][C:44]([F:49])([F:48])[C:45]([N:36]([C:29]1[CH:28]=[C:27]([N:24]2[CH2:25][CH2:26][C@H:22]([NH:21][C:13](=[O:18])[C:14]([F:15])([F:16])[F:17])[CH2:23]2)[CH:35]=[CH:34][C:30]=1[C:31]([OH:33])=[O:32])[CH:37]1[CH2:42][CH2:41][O:40][CH2:39][CH2:38]1)=[O:46], predict the reactants needed to synthesize it. (2) The reactants are: [Br:1][C:2]1[CH:7]=[CH:6][C:5]([CH2:8]Cl)=[CH:4][C:3]=1[Cl:10].[CH3:11][CH2:12][N:13](CC)[CH2:14][CH3:15].N1CCCC1. Given the product [Br:1][C:2]1[CH:7]=[CH:6][C:5]([CH2:8][N:13]2[CH2:14][CH2:15][CH2:11][CH2:12]2)=[CH:4][C:3]=1[Cl:10], predict the reactants needed to synthesize it. (3) Given the product [F:98][C:97]([F:100])([F:99])[C:95]([OH:101])=[O:96].[NH2:28][C:29]1[NH:30][C:31]([C:35]([NH:1][CH2:2][C:3]2[CH:8]=[CH:7][C:6]([Cl:9])=[C:5]([O:10][C:11]3[CH:12]=[C:13]([C:14]#[N:15])[CH:16]=[C:17]([Cl:19])[CH:18]=3)[C:4]=2[F:20])=[O:36])=[C:32]([Cl:34])[N:33]=1, predict the reactants needed to synthesize it. The reactants are: [NH2:1][CH2:2][C:3]1[C:4]([F:20])=[C:5]([O:10][C:11]2[CH:12]=[C:13]([CH:16]=[C:17]([Cl:19])[CH:18]=2)[C:14]#[N:15])[C:6]([Cl:9])=[CH:7][CH:8]=1.CC(OC([N:28](C(OC(C)(C)C)=O)[C:29]1[NH:30][C:31]([C:35](O)=[O:36])=[C:32]([Cl:34])[N:33]=1)=O)(C)C.ClC1N=C(NC(OC(C)(C)C)=O)NC=1C(O)=O.CN(C(ON1N=NC2C=CC=NC1=2)=[N+](C)C)C.F[P-](F)(F)(F)(F)F.CCN(C(C)C)C(C)C.[C:95]([OH:101])([C:97]([F:100])([F:99])[F:98])=[O:96]. (4) Given the product [CH3:20][O:19][C:17]1[CH:16]=[CH:15][C:13]2[NH:14][C:27]3[CH2:28][C:23]4([NH:24][C:25](=[O:30])[C:26]=3[S:11][C:12]=2[CH:18]=1)[CH2:21][CH2:22]4, predict the reactants needed to synthesize it. The reactants are: [NH2:14][C:13]1[CH:15]=[CH:16][C:17]([O:19][CH3:20])=[CH:18][C:12]=1[S:11][S:11][C:12]1[CH:18]=[C:17]([O:19][CH3:20])[CH:16]=[CH:15][C:13]=1[NH2:14].[CH2:21]1[C:23]2([CH2:28][C:27](=O)[CH2:26][C:25](=[O:30])[NH:24]2)[CH2:22]1.